This data is from Catalyst prediction with 721,799 reactions and 888 catalyst types from USPTO. The task is: Predict which catalyst facilitates the given reaction. (1) Reactant: [C:1]([O:5][C:6]([N:8]1[CH2:12][CH2:11][C:10](=[O:13])[CH2:9]1)=[O:7])([CH3:4])([CH3:3])[CH3:2].[C:14]1([Mg]Br)[CH:19]=[CH:18][CH:17]=[CH:16][CH:15]=1. Product: [C:1]([O:5][C:6]([N:8]1[CH2:12][CH2:11][C:10]([OH:13])([C:14]2[CH:19]=[CH:18][CH:17]=[CH:16][CH:15]=2)[CH2:9]1)=[O:7])([CH3:4])([CH3:2])[CH3:3]. The catalyst class is: 1. (2) Reactant: CCN=C=NCCCN(C)C.Cl.C1C=CC2N(O)N=NC=2C=1.[Cl:23][C:24]1[C:25]([Cl:33])=[N:26][CH:27]=[C:28]([CH:32]=1)[C:29](O)=[O:30].[CH3:34][NH:35][O:36][CH3:37].Cl. Product: [Cl:23][C:24]1[C:25]([Cl:33])=[N:26][CH:27]=[C:28]([CH:32]=1)[C:29]([N:35]([O:36][CH3:37])[CH3:34])=[O:30]. The catalyst class is: 2. (3) Reactant: [F:1][C:2]([F:34])([F:33])[C:3]1[CH:28]=[C:27]([C:29]([F:32])([F:31])[F:30])[CH:26]=[CH:25][C:4]=1[CH2:5][O:6][C:7]1[CH:15]=[CH:14][C:13](/[CH:16]=[C:17]2/[C:18]([NH:23][CH3:24])=[N:19][C:20](=[O:22])[S:21]/2)=[CH:12][C:8]=1[C:9](O)=[O:10].[NH4+].O[N:37]1C2C=CC=CC=2N=N1.Cl.C(N=C=NCCCN(C)C)C.O. Product: [F:34][C:2]([F:33])([F:1])[C:3]1[CH:28]=[C:27]([C:29]([F:30])([F:32])[F:31])[CH:26]=[CH:25][C:4]=1[CH2:5][O:6][C:7]1[CH:15]=[CH:14][C:13](/[CH:16]=[C:17]2/[C:18]([NH:23][CH3:24])=[N:19][C:20](=[O:22])[S:21]/2)=[CH:12][C:8]=1[C:9]([NH2:37])=[O:10]. The catalyst class is: 9. (4) Reactant: C(OC([N:6]1[CH2:11][CH2:10][C:9]([C:13]2[CH:18]=[CH:17][C:16]([Cl:19])=[C:15]([C:20]([F:23])([F:22])[F:21])[CH:14]=2)([OH:12])[CH2:8][CH2:7]1)=O)C.[H-].[Na+].[CH3:26]I.O. Product: [Cl:19][C:16]1[CH:17]=[CH:18][C:13]([C:9]2([O:12][CH3:26])[CH2:10][CH2:11][NH:6][CH2:7][CH2:8]2)=[CH:14][C:15]=1[C:20]([F:23])([F:22])[F:21]. The catalyst class is: 9. (5) Reactant: [CH3:1][C@H:2]1[CH2:7][NH:6][CH2:5][CH2:4][NH:3]1.[C:8](O[C:8]([O:10][C:11]([CH3:14])([CH3:13])[CH3:12])=[O:9])([O:10][C:11]([CH3:14])([CH3:13])[CH3:12])=[O:9]. Product: [C:11]([O:10][C:8]([N:6]1[CH2:5][CH2:4][NH:3][C@@H:2]([CH3:1])[CH2:7]1)=[O:9])([CH3:14])([CH3:13])[CH3:12]. The catalyst class is: 4. (6) Reactant: [N:1]([O-])=O.[Na+].[NH:5]1[C:13]2[C:8](=[C:9]([NH2:14])[CH:10]=[CH:11][CH:12]=2)[CH:7]=[N:6]1.[F:15][B-:16]([F:19])([F:18])[F:17].[Na+]. Product: [F:15][B-:16]([F:19])([F:18])[F:17].[NH:5]1[C:13]2[CH:12]=[CH:11][CH:10]=[C:9]([N+:14]#[N:1])[C:8]=2[CH:7]=[N:6]1. The catalyst class is: 223. (7) Reactant: C([O:8][C:9]1[CH:10]=[C:11]([CH:32]=[CH:33][C:34]=1[O:35]CC1C=CC=CC=1)[C:12]1[O:13][C:14]2[C:19]([C:20](=[O:22])[CH:21]=1)=[CH:18][CH:17]=[C:16]([O:23][CH2:24][CH:25]([OH:31])[CH2:26][NH:27][CH:28]([CH3:30])[CH3:29])[CH:15]=2)C1C=CC=CC=1. Product: [OH:8][C:9]1[CH:10]=[C:11]([CH:32]=[CH:33][C:34]=1[OH:35])[C:12]1[O:13][C:14]2[C:19]([C:20](=[O:22])[CH:21]=1)=[CH:18][CH:17]=[C:16]([O:23][CH2:24][CH:25]([OH:31])[CH2:26][NH:27][CH:28]([CH3:29])[CH3:30])[CH:15]=2. The catalyst class is: 19. (8) Reactant: Cl.[CH3:2][S:3]([C:6]1[CH:12]=[CH:11][C:9]([NH2:10])=[CH:8][CH:7]=1)(=[O:5])=[O:4].C[Al](C)C.[C:17]([C:19]1[CH:20]=[N:21][CH:22]=[CH:23][CH:24]=1)#[N:18].O. Product: [CH3:2][S:3]([C:6]1[CH:12]=[CH:11][C:9]([NH:10][C:17]([C:19]2[CH:20]=[N:21][CH:22]=[CH:23][CH:24]=2)=[NH:18])=[CH:8][CH:7]=1)(=[O:4])=[O:5]. The catalyst class is: 648. (9) Reactant: [OH:1][C:2]1[CH:9]=[CH:8][C:5]([CH:6]=[O:7])=[CH:4][CH:3]=1.N1C=CC=CC=1.[N:16]1([C:22](Cl)=[O:23])[CH2:21][CH2:20][O:19][CH2:18][CH2:17]1.C([O-])(O)=O.[Na+]. Product: [N:16]1([C:22]([O:1][C:2]2[CH:9]=[CH:8][C:5]([CH:6]=[O:7])=[CH:4][CH:3]=2)=[O:23])[CH2:21][CH2:20][O:19][CH2:18][CH2:17]1. The catalyst class is: 2. (10) Reactant: O.Cl.[N+:3]([C:6]1[CH:7]=[C:8]([CH:21]=[CH:22][CH:23]=1)[O:9][C:10]1[CH:15]=[CH:14][C:13]([CH2:16][C:17]([O:19][CH3:20])=[O:18])=[CH:12][CH:11]=1)([O-])=O. Product: [NH2:3][C:6]1[CH:7]=[C:8]([CH:21]=[CH:22][CH:23]=1)[O:9][C:10]1[CH:11]=[CH:12][C:13]([CH2:16][C:17]([O:19][CH3:20])=[O:18])=[CH:14][CH:15]=1. The catalyst class is: 186.